From a dataset of Full USPTO retrosynthesis dataset with 1.9M reactions from patents (1976-2016). Predict the reactants needed to synthesize the given product. Given the product [NH2:30][CH2:29][CH2:28][CH2:27][O:26][CH2:25][CH2:24][O:23][CH2:22][CH2:21][O:20][CH2:19][CH2:18][CH2:17][NH:31][C:2]1[CH:7]=[CH:6][C:5]([N+:8]([O-:10])=[O:9])=[CH:4][CH:3]=1, predict the reactants needed to synthesize it. The reactants are: F[C:2]1[CH:7]=[CH:6][C:5]([N+:8]([O-:10])=[O:9])=[CH:4][CH:3]=1.N1C=CC=CC=1.[CH2:17]([NH2:31])[CH2:18][CH2:19][O:20][CH2:21][CH2:22][O:23][CH2:24][CH2:25][O:26][CH2:27][CH2:28][CH2:29][NH2:30].